This data is from Forward reaction prediction with 1.9M reactions from USPTO patents (1976-2016). The task is: Predict the product of the given reaction. Given the reactants C[O:2][C:3](=[O:43])[C:4]1[CH:9]=[CH:8][C:7]([CH2:10][N:11]([C:13]2[CH:18]=[CH:17][C:16]([O:19][CH2:20][C:21]3[N:22]([C:29]4[CH:34]=[CH:33][CH:32]=[CH:31][C:30]=4[O:35][C:36]([F:39])([F:38])[F:37])[N:23]=[CH:24][C:25]=3[CH:26]3[CH2:28][CH2:27]3)=[CH:15][C:14]=2[CH3:40])[CH3:12])=[CH:6][C:5]=1[O:41][CH3:42].[OH-].[Na+].C1COCC1.Cl, predict the reaction product. The product is: [CH:26]1([C:25]2[CH:24]=[N:23][N:22]([C:29]3[CH:34]=[CH:33][CH:32]=[CH:31][C:30]=3[O:35][C:36]([F:37])([F:38])[F:39])[C:21]=2[CH2:20][O:19][C:16]2[CH:17]=[CH:18][C:13]([N:11]([CH2:10][C:7]3[CH:8]=[CH:9][C:4]([C:3]([OH:43])=[O:2])=[C:5]([O:41][CH3:42])[CH:6]=3)[CH3:12])=[C:14]([CH3:40])[CH:15]=2)[CH2:28][CH2:27]1.